The task is: Regression. Given a peptide amino acid sequence and an MHC pseudo amino acid sequence, predict their binding affinity value. This is MHC class II binding data.. This data is from Peptide-MHC class II binding affinity with 134,281 pairs from IEDB. (1) The peptide sequence is ASPMLYQLLEAVYGN. The MHC is DRB1_0901 with pseudo-sequence DRB1_0901. The binding affinity (normalized) is 0.551. (2) The peptide sequence is MAVYTLITAAIIHRE. The MHC is DRB1_0901 with pseudo-sequence DRB1_0901. The binding affinity (normalized) is 0.564.